This data is from Reaction yield outcomes from USPTO patents with 853,638 reactions. The task is: Predict the reaction yield, written as a fraction of the theoretical maximum amount of product (1.0 means a 100% yield; for example, 0.34 means a 34% yield). (1) The reactants are [C:1]([C:5]1[C:13]2[C:8](=[CH:9][C:10]([N+:14]([O-])=O)=[CH:11][CH:12]=2)[NH:7][CH:6]=1)([CH3:4])([CH3:3])[CH3:2]. The catalyst is C(O)C.[Ni]. The product is [C:1]([C:5]1[C:13]2[C:8](=[CH:9][C:10]([NH2:14])=[CH:11][CH:12]=2)[NH:7][CH:6]=1)([CH3:4])([CH3:2])[CH3:3]. The yield is 0.773. (2) The reactants are [CH3:1][O:2][C:3]1[CH:4]=[C:5]([OH:9])[CH:6]=[CH:7][CH:8]=1.F[C:11]1[CH:16]=[CH:15][CH:14]=[CH:13][C:12]=1[N+:17]([O-:19])=[O:18].[CH3:20][O:21][C:22]1[CH:23]=[C:24]([CH:33]=[CH:34][CH:35]=1)[O:25][C:26]1[CH:32]=[CH:31][CH:30]=[CH:29][C:27]=1[NH2:28].[NH2:36][C:37]1[S:38][CH:39]=[CH:40][N:41]=1. No catalyst specified. The product is [CH3:1][O:2][C:3]1[CH:4]=[C:5]([CH:6]=[CH:7][CH:8]=1)[O:9][C:11]1[CH:16]=[CH:15][CH:14]=[CH:13][C:12]=1[N+:17]([O-:19])=[O:18].[CH3:20][O:21][C:22]1[CH:23]=[C:24]([CH:33]=[CH:34][CH:35]=1)[O:25][C:26]1[CH:32]=[CH:31][CH:30]=[CH:29][C:27]=1[NH:28][C:5]([NH:36][C:37]1[S:38][CH:39]=[CH:40][N:41]=1)=[O:9]. The yield is 0.690. (3) The reactants are Cl[C:2]1[C:11]2[C:6](=[CH:7][C:8]([O:14][CH2:15][CH2:16][CH2:17][S:18]([CH3:21])(=[O:20])=[O:19])=[C:9]([O:12][CH3:13])[CH:10]=2)[N:5]=[CH:4][N:3]=1.[OH:22][C:23]1[CH:24]=[C:25]2[C:29](=[CH:30][CH:31]=1)[NH:28][C:27]([C:32]([F:35])([F:34])[F:33])=[CH:26]2.C(=O)([O-])[O-].[K+].[K+]. The catalyst is CN(C=O)C. The product is [CH3:13][O:12][C:9]1[CH:10]=[C:11]2[C:6](=[CH:7][C:8]=1[O:14][CH2:15][CH2:16][CH2:17][S:18]([CH3:21])(=[O:20])=[O:19])[N:5]=[CH:4][N:3]=[C:2]2[O:22][C:23]1[CH:24]=[C:25]2[C:29](=[CH:30][CH:31]=1)[NH:28][C:27]([C:32]([F:35])([F:33])[F:34])=[CH:26]2. The yield is 0.870. (4) The reactants are [CH:1]1([N:4]([CH:32]2[CH2:34][CH2:33]2)[C:5]([C:7]2[N:29]([CH2:30][CH3:31])[C:10]3=[N:11][C:12]([NH:19][C:20]4[CH:24]=[C:23]([C:25](O)=[O:26])[N:22]([CH3:28])[N:21]=4)=[C:13]4[N:17]=[CH:16][N:15]([CH3:18])[C:14]4=[C:9]3[CH:8]=2)=[O:6])[CH2:3][CH2:2]1.[CH3:35][N:36](C(ON1N=NC2C=CC=NC1=2)=[N+](C)C)[CH3:37].F[P-](F)(F)(F)(F)F.CNC.C1COCC1. The catalyst is CN(C=O)C.O. The product is [CH:32]1([N:4]([CH:1]2[CH2:3][CH2:2]2)[C:5]([C:7]2[N:29]([CH2:30][CH3:31])[C:10]3=[N:11][C:12]([NH:19][C:20]4[CH:24]=[C:23]([C:25](=[O:26])[N:36]([CH3:37])[CH3:35])[N:22]([CH3:28])[N:21]=4)=[C:13]4[N:17]=[CH:16][N:15]([CH3:18])[C:14]4=[C:9]3[CH:8]=2)=[O:6])[CH2:33][CH2:34]1. The yield is 0.541. (5) The reactants are Cl[C:2]1[CH:3]=[CH:4][C:5]([N+:11]([O-:13])=[O:12])=[C:6]([CH:10]=1)[C:7]([OH:9])=[O:8].[NH:14]1[CH2:20][CH2:19][CH2:18][NH:17][CH2:16][CH2:15]1. The catalyst is OS([O-])(=O)=O.[K+]. The product is [N:14]1([C:2]2[CH:3]=[CH:4][C:5]([N+:11]([O-:13])=[O:12])=[C:6]([CH:10]=2)[C:7]([OH:9])=[O:8])[CH2:20][CH2:19][CH2:18][NH:17][CH2:16][CH2:15]1. The yield is 0.730. (6) The reactants are [N+:1]([C:4]1[CH:5]=[C:6]2[C:14](=[CH:15][CH:16]=1)[NH:13][C:12]1[CH2:11][CH2:10][CH2:9][CH2:8][C:7]2=1)([O-])=O.C(O)C.O.O.[Sn](Cl)Cl. The catalyst is C(=O)(O)[O-].[Na+]. The product is [CH2:11]1[C:12]2[NH:13][C:14]3[C:6](=[CH:5][C:4]([NH2:1])=[CH:16][CH:15]=3)[C:7]=2[CH2:8][CH2:9][CH2:10]1. The yield is 0.950. (7) The reactants are COC([N:5]1[CH2:14][CH2:13][C:12]2[N:11]=[C:10]([Cl:15])[CH:9]=[CH:8][C:7]=2[C:6]1=[O:16])=O.C[O-].[Na+]. The catalyst is O1CCOCC1. The product is [Cl:15][C:10]1[CH:9]=[CH:8][C:7]2[C:6](=[O:16])[NH:5][CH2:14][CH2:13][C:12]=2[N:11]=1. The yield is 0.630.